This data is from Forward reaction prediction with 1.9M reactions from USPTO patents (1976-2016). The task is: Predict the product of the given reaction. (1) Given the reactants [C:1]([O:5][C:6](=[O:31])[CH2:7][CH2:8][C:9]1[CH:14]=[CH:13][C:12]([O:15][CH2:16][CH2:17][C:18]2[N:19]=[C:20]([C:23]3[CH:28]=[CH:27][CH:26]=[CH:25][CH:24]=3)[O:21][CH:22]=2)=[CH:11][C:10]=1[CH2:29][OH:30])([CH3:4])([CH3:3])[CH3:2].[CH:32]1(N=C=O)CCCC1.Cl.CCOCC, predict the reaction product. The product is: [C:1]([O:5][C:6](=[O:31])[CH:7]=[CH:8][C:9]1[CH:14]=[CH:13][C:12]([O:15][CH2:16][CH2:17][C:18]2[N:19]=[C:20]([C:23]3[CH:24]=[CH:25][CH:26]=[CH:27][CH:28]=3)[O:21][C:22]=2[CH3:32])=[CH:11][C:10]=1[CH:29]=[O:30])([CH3:4])([CH3:2])[CH3:3]. (2) Given the reactants Br[C:2]1[CH:3]=[C:4]([C:8](=[O:10])[CH3:9])[CH:5]=[N:6][CH:7]=1.[C:11]1(B(O)O)[CH:16]=[CH:15][CH:14]=[CH:13][CH:12]=1.C1(C)C=CC=CC=1.C(=O)([O-])[O-].[Na+].[Na+], predict the reaction product. The product is: [C:11]1([C:2]2[CH:3]=[C:4]([C:8](=[O:10])[CH3:9])[CH:5]=[N:6][CH:7]=2)[CH:16]=[CH:15][CH:14]=[CH:13][CH:12]=1. (3) Given the reactants [CH3:1][C:2]1[C:3]([N:9]2[CH2:14][CH2:13][N:12]([C:15]([C:17]3[CH:22]=[CH:21][C:20]([N:23]4[CH:27]([CH3:28])[CH2:26][N:25](CC5C=CC(OC)=CC=5)[C:24]4=[O:38])=[CH:19][CH:18]=3)=[O:16])[CH2:11][CH2:10]2)=[N:4][CH:5]=[C:6]([CH3:8])[CH:7]=1.FC(F)(F)C(O)=O, predict the reaction product. The product is: [CH3:1][C:2]1[C:3]([N:9]2[CH2:10][CH2:11][N:12]([C:15]([C:17]3[CH:18]=[CH:19][C:20]([N:23]4[CH:27]([CH3:28])[CH2:26][NH:25][C:24]4=[O:38])=[CH:21][CH:22]=3)=[O:16])[CH2:13][CH2:14]2)=[N:4][CH:5]=[C:6]([CH3:8])[CH:7]=1. (4) Given the reactants [Cl:1][C:2]1[CH:10]=[C:9]2[C:5]([C:6]([CH:11]=[O:12])=[CH:7][NH:8]2)=[CH:4][C:3]=1[C:13]1[CH:18]=[CH:17][C:16]([CH:19]2[CH2:23][CH2:22][CH2:21][N:20]2[CH3:24])=[CH:15][CH:14]=1.CC(=CC)C.Cl([O-])=[O:31].[Na+].P([O-])([O-])([O-])=O.[Na+].[Na+].[Na+].S([O-])([O-])=O.[Na+].[Na+], predict the reaction product. The product is: [Cl:1][C:2]1[CH:10]=[C:9]2[C:5]([C:6]([C:11]([OH:31])=[O:12])=[CH:7][NH:8]2)=[CH:4][C:3]=1[C:13]1[CH:14]=[CH:15][C:16]([CH:19]2[CH2:23][CH2:22][CH2:21][N:20]2[CH3:24])=[CH:17][CH:18]=1. (5) Given the reactants [O:1]1[C:5]2[CH:6]=[CH:7][C:8]([CH:10]([CH2:15][C:16]3[CH:21]=[CH:20][CH:19]=[CH:18][CH:17]=3)[CH2:11][C:12](O)=[O:13])=[CH:9][C:4]=2[O:3][CH2:2]1.[H-].[Al+3].[Li+].[H-].[H-].[H-].O, predict the reaction product. The product is: [O:1]1[C:5]2[CH:6]=[CH:7][C:8]([CH:10]([CH2:15][C:16]3[CH:17]=[CH:18][CH:19]=[CH:20][CH:21]=3)[CH2:11][CH2:12][OH:13])=[CH:9][C:4]=2[O:3][CH2:2]1.